Task: Predict which catalyst facilitates the given reaction.. Dataset: Catalyst prediction with 721,799 reactions and 888 catalyst types from USPTO (1) Reactant: [Cl:1][C:2]1[CH:3]=[C:4]([NH:9][C@H:10]([C:12](OC)=[O:13])[CH3:11])[CH:5]=[CH:6][C:7]=1[F:8].CC(C[AlH]CC(C)C)C.[NH4+].[Cl-].[O-]S([O-])(=O)=O.[Mg+2]. Product: [Cl:1][C:2]1[CH:3]=[C:4]([NH:9][CH:10]([CH3:11])[CH2:12][OH:13])[CH:5]=[CH:6][C:7]=1[F:8]. The catalyst class is: 116. (2) Reactant: [N:1]([CH2:4][C:5]1[CH:6]=[CH:7][C:8]([O:11][CH2:12][C:13]2[CH:18]=[CH:17][CH:16]=[CH:15][CH:14]=2)=[N:9][CH:10]=1)=[N+:2]=[N-:3].[F:19][CH:20]([C:22]1[CH:27]=[CH:26][N:25]=[C:24]([NH:28][C:29]2[CH:34]=[C:33]([CH3:35])[CH:32]=[C:31]([C:36]#[CH:37])[CH:30]=2)[N:23]=1)[F:21].O=C1O[C@H]([C@H](CO)O)C([O-])=C1O.[Na+]. Product: [CH2:12]([O:11][C:8]1[N:9]=[CH:10][C:5]([CH2:4][N:1]2[CH:37]=[C:36]([C:31]3[CH:30]=[C:29]([NH:28][C:24]4[N:23]=[C:22]([CH:20]([F:19])[F:21])[CH:27]=[CH:26][N:25]=4)[CH:34]=[C:33]([CH3:35])[CH:32]=3)[N:3]=[N:2]2)=[CH:6][CH:7]=1)[C:13]1[CH:18]=[CH:17][CH:16]=[CH:15][CH:14]=1. The catalyst class is: 664.